From a dataset of Catalyst prediction with 721,799 reactions and 888 catalyst types from USPTO. Predict which catalyst facilitates the given reaction. Reactant: [CH2:1]([N:8]([CH2:19][C:20]1[CH:36]=[CH:35][C:23]([C:24]([NH:26][CH2:27][C:28]2C=C[CH:31]=[C:30](Cl)[CH:29]=2)=[O:25])=[CH:22][CH:21]=1)[S:9]([C:12]1[CH:17]=[CH:16][C:15]([Cl:18])=[CH:14][CH:13]=1)(=[O:11])=[O:10])[C:2]1[CH:7]=[CH:6][CH:5]=[CH:4][CH:3]=1.[S:37]1C=CC=C1CN.Cl.CN(C)CCCN=C=NCC.ON1C2C=CC=CC=2N=N1. Product: [CH2:1]([N:8]([CH2:19][C:20]1[CH:36]=[CH:35][C:23]([C:24]([NH:26][CH2:27][C:28]2[S:37][CH:31]=[CH:30][CH:29]=2)=[O:25])=[CH:22][CH:21]=1)[S:9]([C:12]1[CH:17]=[CH:16][C:15]([Cl:18])=[CH:14][CH:13]=1)(=[O:11])=[O:10])[C:2]1[CH:7]=[CH:6][CH:5]=[CH:4][CH:3]=1. The catalyst class is: 2.